From a dataset of Peptide-MHC class II binding affinity with 134,281 pairs from IEDB. Regression. Given a peptide amino acid sequence and an MHC pseudo amino acid sequence, predict their binding affinity value. This is MHC class II binding data. (1) The peptide sequence is LLAAADELVGGPPVE. The MHC is DRB1_1201 with pseudo-sequence DRB1_1201. The binding affinity (normalized) is 0.0830. (2) The peptide sequence is NSELIRRAKAAESLASD. The MHC is DRB1_0301 with pseudo-sequence DRB1_0301. The binding affinity (normalized) is 0.403.